Predict the reaction yield, written as a fraction of the theoretical maximum amount of product (1.0 means a 100% yield; for example, 0.34 means a 34% yield). From a dataset of Reaction yield outcomes from USPTO patents with 853,638 reactions. (1) The reactants are [C:1]([C:3]1[C:12]2[C:7](=[CH:8][CH:9]=[CH:10][CH:11]=2)[C:6](F)=[CH:5][CH:4]=1)#[N:2].[C:14]([C:16]1([C:22]2[CH:27]=[CH:26][CH:25]=[CH:24][CH:23]=2)[CH2:21][CH2:20][NH:19][CH2:18][CH2:17]1)#[N:15]. No catalyst specified. The product is [C:1]([C:3]1[C:12]2[C:7](=[CH:8][CH:9]=[CH:10][CH:11]=2)[C:6]([N:19]2[CH2:18][CH2:17][C:16]([C:22]3[CH:27]=[CH:26][CH:25]=[CH:24][CH:23]=3)([C:14]#[N:15])[CH2:21][CH2:20]2)=[CH:5][CH:4]=1)#[N:2]. The yield is 0.0300. (2) The reactants are [H-].[Na+].[CH3:3][C:4]1([CH3:12])[CH2:11][C:9](=[O:10])[CH2:8][C:6](=[O:7])[CH2:5]1.[C:13](=[S:15])=[S:14].[CH3:16]I.Cl. The catalyst is CN(C=O)C.C(O)C.C(Cl)Cl.O. The product is [CH3:16][S:14][C:13]([CH:8]1[C:6](=[O:7])[CH2:5][C:4]([CH3:12])([CH3:3])[CH2:11][C:9]1=[O:10])=[S:15]. The yield is 0.470.